From a dataset of TCR-epitope binding with 47,182 pairs between 192 epitopes and 23,139 TCRs. Binary Classification. Given a T-cell receptor sequence (or CDR3 region) and an epitope sequence, predict whether binding occurs between them. (1) The epitope is NLSALGIFST. The TCR CDR3 sequence is CASRLGLAGIDTQYF. Result: 0 (the TCR does not bind to the epitope). (2) The epitope is VTIAEILLI. The TCR CDR3 sequence is CSARDSIQFSSNQPQHF. Result: 0 (the TCR does not bind to the epitope). (3) Result: 1 (the TCR binds to the epitope). The epitope is ELAGIGILTV. The TCR CDR3 sequence is CASSQGDGGNLYF. (4) The epitope is GLIYNRMGAVTTEV. The TCR CDR3 sequence is CASSLDNSHGYTF. Result: 0 (the TCR does not bind to the epitope).